This data is from Catalyst prediction with 721,799 reactions and 888 catalyst types from USPTO. The task is: Predict which catalyst facilitates the given reaction. (1) Reactant: C([O-])([O-])=O.[Na+].[Na+].[C:7]([C:10]1[C:18]2[CH:17]=[C:16](B(O)O)[S:15][C:14]=2[CH:13]=[CH:12][CH:11]=1)([OH:9])=[O:8].[Cl:22][C:23]1[N:28]=[C:27](Cl)[C:26]([F:30])=[CH:25][N:24]=1.Cl. Product: [Cl:22][C:23]1[N:28]=[C:27]([C:16]2[S:15][C:14]3[CH:13]=[CH:12][CH:11]=[C:10]([C:7]([OH:9])=[O:8])[C:18]=3[CH:17]=2)[C:26]([F:30])=[CH:25][N:24]=1. The catalyst class is: 628. (2) Reactant: [CH3:1][C:2]1[O:3][C:4]2[CH:10]=[CH:9][C:8]([C:11]3[CH:20]=[CH:19][C:14]([C:15]([O:17]C)=[O:16])=[CH:13][CH:12]=3)=[CH:7][C:5]=2[N:6]=1.[Li+].[OH-].O.Cl. Product: [CH3:1][C:2]1[O:3][C:4]2[CH:10]=[CH:9][C:8]([C:11]3[CH:20]=[CH:19][C:14]([C:15]([OH:17])=[O:16])=[CH:13][CH:12]=3)=[CH:7][C:5]=2[N:6]=1. The catalyst class is: 36. (3) Reactant: [N+:1]([C:4]1[CH:13]=[C:12]2[C:7]([CH2:8][CH2:9][NH:10][CH2:11]2)=[CH:6][CH:5]=1)([O-])=O. Product: [CH2:11]1[C:12]2[C:7](=[CH:6][CH:5]=[C:4]([NH2:1])[CH:13]=2)[CH2:8][CH2:9][NH:10]1. The catalyst class is: 19.